From a dataset of Blood-brain barrier permeability classification from the B3DB database. Regression/Classification. Given a drug SMILES string, predict its absorption, distribution, metabolism, or excretion properties. Task type varies by dataset: regression for continuous measurements (e.g., permeability, clearance, half-life) or binary classification for categorical outcomes (e.g., BBB penetration, CYP inhibition). Dataset: b3db_classification. (1) The molecule is NC(=O)C1c2ccccc2C2OC2c2ccccc21. The result is 1 (penetrates BBB). (2) The result is 1 (penetrates BBB). The drug is NC(=O)N1c2ccccc2C=Cc2ccccc21. (3) The compound is CC1C=CC=CCCC=CC=CC=CC=CC(OC2OC(C)C(O)C(N)C2O)CC(O)C(C(=O)O)C(O)CC(=O)CC(O)C(O)CCC(O)CC(O)CC(O)CC(=O)OC(C)C(C)C1O. The result is 0 (does not penetrate BBB). (4) The molecule is N#CC(=C/c1ccc(O)cc1)/C(C#N)=C\c1ccc(O)cc1. The result is 0 (does not penetrate BBB). (5) The drug is O=C1CN(N=Cc2ccc([N+](=O)[O-])o2)C(=O)N1. The result is 0 (does not penetrate BBB). (6) The drug is CN(C)Cc1ccc(C(=O)Nc2cc(-c3ccccc3)ccc2N)cc1. The result is 1 (penetrates BBB).